From a dataset of Forward reaction prediction with 1.9M reactions from USPTO patents (1976-2016). Predict the product of the given reaction. The product is: [Cl:1][C:2]1[C:3](/[C:12](=[N:25]/[O:26][CH2:36][CH:33]2[CH2:35][CH2:34]2)/[CH2:13][N:14]2[C:18](=[O:19])[C:17]3=[CH:20][CH:21]=[CH:22][CH:23]=[C:16]3[C:15]2=[O:24])=[N:4][CH:5]=[C:6]([C:8]([F:10])([F:11])[F:9])[CH:7]=1. Given the reactants [Cl:1][C:2]1[C:3]([C:12](=[N:25][OH:26])[CH2:13][N:14]2[C:18](=[O:19])[C:17]3=[CH:20][CH:21]=[CH:22][CH:23]=[C:16]3[C:15]2=[O:24])=[N:4][CH:5]=[C:6]([C:8]([F:11])([F:10])[F:9])[CH:7]=1.C(=O)([O-])[O-].[K+].[K+].[CH:33]1([CH2:36]Br)[CH2:35][CH2:34]1.O, predict the reaction product.